The task is: Predict the reactants needed to synthesize the given product.. This data is from Full USPTO retrosynthesis dataset with 1.9M reactions from patents (1976-2016). (1) Given the product [CH3:1][C:2]1([CH3:14])[C:6]([CH3:7])([CH3:8])[O:5][B:4]([C:9]2[CH:13]=[N:12][N:11]([CH:16]([CH3:20])[CH2:17][C:18]#[N:19])[CH:10]=2)[O:3]1, predict the reactants needed to synthesize it. The reactants are: [CH3:1][C:2]1([CH3:14])[C:6]([CH3:8])([CH3:7])[O:5][B:4]([C:9]2[CH:10]=[N:11][NH:12][CH:13]=2)[O:3]1.Br[CH:16]([CH3:20])[CH2:17][C:18]#[N:19].C(=O)([O-])[O-].[Cs+].[Cs+]. (2) The reactants are: [C:1]([O:5][C:6](=[O:34])[CH2:7][O:8][C:9]12[CH2:18][CH:13]3[CH2:14][CH:15]([CH2:17][C:11]([C:19]([O:21][CH2:22][CH2:23][C:24]([F:33])([F:32])[C:25]([F:31])([F:30])[S:26]([O-:29])(=[O:28])=[O:27])=[O:20])([CH2:12]3)[CH2:10]1)[CH2:16]2)([CH3:4])([CH3:3])[CH3:2].[Na+].[Br-].[C:37]1([S+:43]([C:50]2[CH:55]=[CH:54][CH:53]=[CH:52][CH:51]=2)[C:44]2[CH:49]=[CH:48][CH:47]=[CH:46][CH:45]=2)[CH:42]=[CH:41][CH:40]=[CH:39][CH:38]=1.O. Given the product [C:1]([O:5][C:6](=[O:34])[CH2:7][O:8][C:9]12[CH2:18][CH:13]3[CH2:14][CH:15]([CH2:17][C:11]([C:19]([O:21][CH2:22][CH2:23][C:24]([F:32])([F:33])[C:25]([F:30])([F:31])[S:26]([O-:29])(=[O:27])=[O:28])=[O:20])([CH2:12]3)[CH2:10]1)[CH2:16]2)([CH3:4])([CH3:2])[CH3:3].[C:50]1([S+:43]([C:37]2[CH:38]=[CH:39][CH:40]=[CH:41][CH:42]=2)[C:44]2[CH:49]=[CH:48][CH:47]=[CH:46][CH:45]=2)[CH:51]=[CH:52][CH:53]=[CH:54][CH:55]=1, predict the reactants needed to synthesize it. (3) Given the product [F:1][C:2]([C:12]1[CH:17]=[CH:16][C:15]([C:21]2[CH:22]=[CH:23][S:19][CH:20]=2)=[CH:14][CH:13]=1)([CH3:11])[CH2:3][NH:4][S:5]([CH:8]([CH3:10])[CH3:9])(=[O:7])=[O:6], predict the reactants needed to synthesize it. The reactants are: [F:1][C:2]([C:12]1[CH:17]=[CH:16][C:15](I)=[CH:14][CH:13]=1)([CH3:11])[CH2:3][NH:4][S:5]([CH:8]([CH3:10])[CH3:9])(=[O:7])=[O:6].[S:19]1[CH:23]=[CH:22][CH:21]=[CH:20]1.C1C=CC=C(B(O)O)C=1.C(=O)([O-])[O-].[K+].[K+].O. (4) Given the product [Cl:1][C:2]1[N:7]=[C:6]([C:8]([OH:10])=[O:9])[C:5](=[O:12])[N:4]([CH2:13][CH2:14][O:15][CH3:16])[C:3]=1[C:17]1[CH:22]=[C:21]([F:23])[CH:20]=[C:19]([F:24])[CH:18]=1, predict the reactants needed to synthesize it. The reactants are: [Cl:1][C:2]1[N:7]=[C:6]([C:8]([O:10]C)=[O:9])[C:5](=[O:12])[N:4]([CH2:13][CH2:14][O:15][CH3:16])[C:3]=1[C:17]1[CH:22]=[C:21]([F:23])[CH:20]=[C:19]([F:24])[CH:18]=1.[OH-].[K+]. (5) Given the product [N:1]1[N:2]([C:6]2[CH:11]=[CH:10][CH:9]=[CH:8][C:7]=2[C:12]([N:14]2[CH2:19][CH2:18][CH2:17][C@@H:16]([CH3:20])[C@H:15]2[CH2:21][NH:22][C:24]2[O:25][C:26]3[CH:32]=[CH:31][C:30]([Cl:33])=[CH:29][C:27]=3[N:28]=2)=[O:13])[N:3]=[CH:4][CH:5]=1, predict the reactants needed to synthesize it. The reactants are: [N:1]1[N:2]([C:6]2[CH:11]=[CH:10][CH:9]=[CH:8][C:7]=2[C:12]([N:14]2[CH2:19][CH2:18][CH2:17][C@@H:16]([CH3:20])[C@H:15]2[CH2:21][NH2:22])=[O:13])[N:3]=[CH:4][CH:5]=1.Cl[C:24]1[O:25][C:26]2[CH:32]=[CH:31][C:30]([Cl:33])=[CH:29][C:27]=2[N:28]=1. (6) The reactants are: Cl.Br[C:3]1[C:4]([O:9][C:10]2[CH:15]=[CH:14][C:13]([NH:16][C:17]3[CH:22]=[CH:21][CH:20]=[CH:19][N:18]=3)=[CH:12][CH:11]=2)=[N:5][CH:6]=[CH:7][CH:8]=1.[N:23]1[CH:28]=[CH:27][CH:26]=[C:25](B(O)O)[CH:24]=1.C(O)(O)=O.COCCOC. Given the product [N:5]1[CH:6]=[CH:7][CH:8]=[C:3]([C:25]2[CH:24]=[N:23][CH:28]=[CH:27][CH:26]=2)[C:4]=1[O:9][C:10]1[CH:15]=[CH:14][C:13]([NH:16][C:17]2[CH:22]=[CH:21][CH:20]=[CH:19][N:18]=2)=[CH:12][CH:11]=1, predict the reactants needed to synthesize it. (7) Given the product [CH3:12][O:13][C:2]1[CH:7]=[CH:6][N:5]=[C:4]([NH2:8])[C:3]=1[N+:9]([O-:11])=[O:10], predict the reactants needed to synthesize it. The reactants are: Cl[C:2]1[CH:7]=[CH:6][N:5]=[C:4]([NH2:8])[C:3]=1[N+:9]([O-:11])=[O:10].[CH3:12][O-:13].[Na+]. (8) Given the product [CH3:31][N:32]([CH3:36])[CH2:33][CH2:34][NH:35][C:2]1[N:7]=[C:6]([C:8]2[CH:13]=[CH:12][CH:11]=[CH:10][CH:9]=2)[N:5]=[C:4]([C:14]([NH:16][C:17]2[CH:22]=[CH:21][CH:20]=[CH:19][C:18]=2[C:23]2[S:24][C:25]([CH2:28][CH2:29][CH3:30])=[N:26][N:27]=2)=[O:15])[CH:3]=1, predict the reactants needed to synthesize it. The reactants are: Cl[C:2]1[N:7]=[C:6]([C:8]2[CH:13]=[CH:12][CH:11]=[CH:10][CH:9]=2)[N:5]=[C:4]([C:14]([NH:16][C:17]2[CH:22]=[CH:21][CH:20]=[CH:19][C:18]=2[C:23]2[S:24][C:25]([CH2:28][CH2:29][CH3:30])=[N:26][N:27]=2)=[O:15])[CH:3]=1.[CH3:31][N:32]([CH3:36])[CH2:33][CH2:34][NH2:35].